From a dataset of Full USPTO retrosynthesis dataset with 1.9M reactions from patents (1976-2016). Predict the reactants needed to synthesize the given product. (1) Given the product [CH:7]([S:6][C:2]1[S:1][CH:5]=[CH:4][N:3]=1)([CH3:9])[CH3:8], predict the reactants needed to synthesize it. The reactants are: [S:1]1[CH:5]=[CH:4][N:3]=[C:2]1[SH:6].[CH:7](O)([CH3:9])[CH3:8].C1(P(C2C=CC=CC=2)C2C=CC=CC=2)C=CC=CC=1.CCOC(/N=N/C(OCC)=O)=O. (2) Given the product [F:25][C:21]1[CH:20]=[C:19]([C:17]#[C:18][C:2]2[CH:3]=[N:4][C:5]3[N:6]([N:8]=[C:9]([N:11]4[CH2:16][CH2:15][O:14][CH2:13][CH2:12]4)[N:10]=3)[CH:7]=2)[CH:24]=[CH:23][CH:22]=1, predict the reactants needed to synthesize it. The reactants are: Br[C:2]1[CH:3]=[N:4][C:5]2[N:6]([N:8]=[C:9]([N:11]3[CH2:16][CH2:15][O:14][CH2:13][CH2:12]3)[N:10]=2)[CH:7]=1.[C:17]([C:19]1[CH:24]=[CH:23][CH:22]=[C:21]([F:25])[CH:20]=1)#[CH:18]. (3) Given the product [N+:24]([C:21]1[CH:22]=[CH:23][C:18]([N:8]2[CH2:9][CH2:10][N:5]([CH:3]3[CH2:4][O:1][CH2:2]3)[CH2:6][CH2:7]2)=[CH:19][CH:20]=1)([O-:26])=[O:25], predict the reactants needed to synthesize it. The reactants are: [O:1]1[CH2:4][CH:3]([N:5]2[CH2:10][CH2:9][NH:8][CH2:7][CH2:6]2)[CH2:2]1.C(=O)([O-])[O-].[K+].[K+].F[C:18]1[CH:23]=[CH:22][C:21]([N+:24]([O-:26])=[O:25])=[CH:20][CH:19]=1. (4) Given the product [C:25]([O:24][C:22]([N:20]1[C:19]([CH3:33])([C:29]([OH:31])=[O:30])[CH2:18][C:11]2[C:12]3[C:17](=[CH:16][CH:15]=[CH:14][CH:13]=3)[N:9]([CH2:8][C:7]3[CH:34]=[CH:35][C:4]([F:3])=[CH:5][CH:6]=3)[C:10]=2[CH2:21]1)=[O:23])([CH3:26])([CH3:27])[CH3:28], predict the reactants needed to synthesize it. The reactants are: [OH-].[Na+].[F:3][C:4]1[CH:35]=[CH:34][C:7]([CH2:8][N:9]2[C:17]3[C:12](=[CH:13][CH:14]=[CH:15][CH:16]=3)[C:11]3[CH2:18][C:19]([CH3:33])([C:29]([O:31]C)=[O:30])[N:20]([C:22]([O:24][C:25]([CH3:28])([CH3:27])[CH3:26])=[O:23])[CH2:21][C:10]2=3)=[CH:6][CH:5]=1. (5) The reactants are: C(OC([N:8]1[CH2:13][CH2:12][N:11]([C:14]2[CH:19]=[N:18][CH:17]=[C:16]([O:20][CH2:21][C:22]3[S:23][CH:24]=[C:25]([CH3:27])[N:26]=3)[N:15]=2)[CH2:10][CH2:9]1)=O)(C)(C)C.Cl. Given the product [CH3:27][C:25]1[N:26]=[C:22]([CH2:21][O:20][C:16]2[N:15]=[C:14]([N:11]3[CH2:10][CH2:9][NH:8][CH2:13][CH2:12]3)[CH:19]=[N:18][CH:17]=2)[S:23][CH:24]=1, predict the reactants needed to synthesize it. (6) Given the product [CH2:1]([O:8][CH2:9][CH2:10][CH2:11][C@H:12]([C:21]1[O:25][N:24]=[C:23]([C:26]2[CH:30]=[C:29]([C:31](=[O:36])[C:32]([CH3:35])([CH3:34])[CH3:33])[O:28][N:27]=2)[C:22]=1[I:37])[CH2:13][C:14]([O:16][C:17]([CH3:20])([CH3:19])[CH3:18])=[O:15])[C:2]1[CH:7]=[CH:6][CH:5]=[CH:4][CH:3]=1, predict the reactants needed to synthesize it. The reactants are: [CH2:1]([O:8][CH2:9][CH2:10][CH2:11][C@H:12]([C:21]1[O:25][N:24]=[C:23]([C:26]2[CH:30]=[C:29]([CH:31]([OH:36])[C:32]([CH3:35])([CH3:34])[CH3:33])[O:28][N:27]=2)[C:22]=1[I:37])[CH2:13][C:14]([O:16][C:17]([CH3:20])([CH3:19])[CH3:18])=[O:15])[C:2]1[CH:7]=[CH:6][CH:5]=[CH:4][CH:3]=1.CC(OI1(OC(C)=O)(OC(C)=O)OC(=O)C2C=CC=CC1=2)=O.S([O-])([O-])=O.[Na+].[Na+].C(=O)([O-])O.[Na+]. (7) Given the product [Cl:1][C:2]1[CH:3]=[C:4]2[C:9]3[CH:14]=[C:13]([Cl:15])[CH:12]=[CH:11][C:10]=3[O:16][C:5]2=[N:6][CH:7]=1, predict the reactants needed to synthesize it. The reactants are: [Cl:1][C:2]1[CH:3]=[C:4]([C:9]2[CH:14]=[C:13]([Cl:15])[CH:12]=[CH:11][C:10]=2[O:16]C)[C:5](N)=[N:6][CH:7]=1.N(OC(C)(C)C)=O.